This data is from Catalyst prediction with 721,799 reactions and 888 catalyst types from USPTO. The task is: Predict which catalyst facilitates the given reaction. (1) Reactant: [Cl:1][C:2]1[CH:10]=[CH:9][C:8]([N+:11]([O-:13])=[O:12])=[CH:7][C:3]=1[C:4](Cl)=[O:5].Cl.[C:15]1([C:21]2[CH:27]=[CH:26][C:24]([NH2:25])=[CH:23][CH:22]=2)[CH:20]=[CH:19][CH:18]=[CH:17][CH:16]=1.C(OCC)(=O)C.C(=O)(O)[O-].[Na+]. Product: [C:15]1([C:21]2[CH:22]=[CH:23][C:24]([NH:25][C:4]([C:3]3[CH:7]=[C:8]([N+:11]([O-:13])=[O:12])[CH:9]=[CH:10][C:2]=3[Cl:1])=[O:5])=[CH:26][CH:27]=2)[CH:16]=[CH:17][CH:18]=[CH:19][CH:20]=1. The catalyst class is: 228. (2) Reactant: [F:1][C:2]1[CH:3]=[C:4]([C@H:9]2[CH2:14][C@@H:13]([CH2:15]OS(C)(=O)=O)[CH2:12][CH2:11][N:10]2[C:21]([O:23][CH2:24][C:25]2[CH:30]=[CH:29][CH:28]=[CH:27][CH:26]=2)=[O:22])[CH:5]=[CH:6][C:7]=1[F:8].[F-:31].[Cs+]. Product: [F:1][C:2]1[CH:3]=[C:4]([C@H:9]2[CH2:14][C@@H:13]([CH2:15][F:31])[CH2:12][CH2:11][N:10]2[C:21]([O:23][CH2:24][C:25]2[CH:30]=[CH:29][CH:28]=[CH:27][CH:26]=2)=[O:22])[CH:5]=[CH:6][C:7]=1[F:8]. The catalyst class is: 16. (3) Reactant: Br[C:2]1[CH:7]=[CH:6][C:5]([N+:8]([O-:10])=[O:9])=[CH:4][C:3]=1[CH3:11].[N:12]1([C:18]([O:20][C:21]([CH3:24])([CH3:23])[CH3:22])=[O:19])[CH2:17][CH2:16][NH:15][CH2:14][CH2:13]1.C1(P(C2CCCCC2)C2C=CC=CC=2C2C(C(C)C)=CC(C(C)C)=CC=2C(C)C)CCCCC1.C(=O)([O-])[O-].[Cs+].[Cs+]. Product: [CH3:11][C:3]1[CH:4]=[C:5]([N+:8]([O-:10])=[O:9])[CH:6]=[CH:7][C:2]=1[N:15]1[CH2:14][CH2:13][N:12]([C:18]([O:20][C:21]([CH3:24])([CH3:23])[CH3:22])=[O:19])[CH2:17][CH2:16]1. The catalyst class is: 62. (4) Product: [CH2:2]([O:4][C:5]([C:7]1([NH:12][C:52]([CH:47]2[CH2:48][CH:49]([OH:51])[CH2:50][CH:46]2[C:44](=[O:45])[N:43]([CH2:37][CH2:38][CH2:39][CH2:40][CH:41]=[CH2:42])[CH3:55])=[O:53])[CH2:9][CH:8]1[CH:10]=[CH2:11])=[O:6])[CH3:3]. Reactant: Cl.[CH2:2]([O:4][C:5]([C:7]1([NH2:12])[CH2:9][CH:8]1[CH:10]=[CH2:11])=[O:6])[CH3:3].CN(C(ON1N=NC2C=CC=NC1=2)=[N+](C)C)C.F[P-](F)(F)(F)(F)F.[CH2:37]([N:43]([CH3:55])[C:44]([CH:46]1[CH2:50][CH:49]([OH:51])[CH2:48][CH:47]1[C:52](O)=[O:53])=[O:45])[CH2:38][CH2:39][CH2:40][CH:41]=[CH2:42].CCN(C(C)C)C(C)C. The catalyst class is: 3.